This data is from Full USPTO retrosynthesis dataset with 1.9M reactions from patents (1976-2016). The task is: Predict the reactants needed to synthesize the given product. (1) Given the product [C:1]([O:9][C@H:10]1[CH2:15][CH2:14][C@H:13]([OH:16])[CH2:12][C@@H:11]1[C:17]1[N:21]([CH3:22])[N:20]=[CH:19][CH:18]=1)(=[O:8])[C:2]1[CH:3]=[CH:4][CH:5]=[CH:6][CH:7]=1, predict the reactants needed to synthesize it. The reactants are: [C:1]([O:9][C@H:10]1[CH2:15][CH2:14][C:13](=[O:16])[CH2:12][C@@H:11]1[C:17]1[N:21]([CH3:22])[N:20]=[CH:19][CH:18]=1)(=[O:8])[C:2]1[CH:7]=[CH:6][CH:5]=[CH:4][CH:3]=1.[BH4-].[Na+].O. (2) Given the product [CH2:17]([N:14]([CH2:15][CH3:16])[C:12]([C:11]1[CH:19]=[CH:20][C:21]([N+:22]([O-:24])=[O:23])=[C:9]([NH:8][C:35](=[O:36])[CH2:34][C:31]2[CH:32]=[CH:33][C:28]([O:27][CH2:25][CH3:26])=[CH:29][CH:30]=2)[CH:10]=1)=[O:13])[CH3:18], predict the reactants needed to synthesize it. The reactants are: C1(C)C=CC=CC=1.[NH2:8][C:9]1[CH:10]=[C:11]([CH:19]=[CH:20][C:21]=1[N+:22]([O-:24])=[O:23])[C:12]([N:14]([CH2:17][CH3:18])[CH2:15][CH3:16])=[O:13].[CH2:25]([O:27][C:28]1[CH:33]=[CH:32][C:31]([CH2:34][C:35](Cl)=[O:36])=[CH:30][CH:29]=1)[CH3:26]. (3) Given the product [CH2:4]([O:3][C:1]([N:15]1[CH:14]=[C:13]([I:12])[CH:17]=[N:16]1)=[O:2])[C:5]1[CH:10]=[CH:9][CH:8]=[CH:7][CH:6]=1, predict the reactants needed to synthesize it. The reactants are: [C:1](Cl)([O:3][CH2:4][C:5]1[CH:10]=[CH:9][CH:8]=[CH:7][CH:6]=1)=[O:2].[I:12][C:13]1[CH:14]=[N:15][NH:16][CH:17]=1.CCN(CC)CC.